Dataset: Drug half-life prediction data from Obach et al.. Task: Regression/Classification. Given a drug SMILES string, predict its absorption, distribution, metabolism, or excretion properties. Task type varies by dataset: regression for continuous measurements (e.g., permeability, clearance, half-life) or binary classification for categorical outcomes (e.g., BBB penetration, CYP inhibition). For this dataset (half_life_obach), we predict log10(half-life) (log10 of half-life in hours). (1) The compound is CC1(C)S[C@@H]2[C@H](NC(=O)[C@H](C(=O)O)c3ccsc3)C(=O)N2[C@H]1C(=O)O. The log10(half-life) is 0. (2) The compound is COC(=O)C1=C(C)NC(C)=C(C(=O)OC)C1c1ccccc1[N+](=O)[O-]. The log10(half-life) is 0.280. (3) The log10(half-life) is 0.570. The drug is C[C@@H]([C@@H](O)c1ccc(O)cc1)N1CCC(O)(c2ccccc2)CC1. (4) The drug is CCN(CC)CCCC(C)Nc1ccnc2cc(Cl)ccc12. The log10(half-life) is 2.76. (5) The compound is COc1ccc2c3c1O[C@H]1C(=O)CC[C@@]4(O)[C@@H](C2)N(C)CC[C@]314. The log10(half-life) is 0.740.